This data is from Reaction yield outcomes from USPTO patents with 853,638 reactions. The task is: Predict the reaction yield, written as a fraction of the theoretical maximum amount of product (1.0 means a 100% yield; for example, 0.34 means a 34% yield). (1) The yield is 0.220. The reactants are [O:1]1[C:6]2[CH:7]=[C:8]([O:11][C:12]3[CH:21]=[CH:20][N:19]=[C:18]4[C:13]=3[C:14]3[CH:26]=[CH:25][CH:24]=[CH:23][C:15]=3[C:16](=[O:22])[NH:17]4)[CH:9]=[CH:10][C:5]=2[NH:4][CH2:3][CH2:2]1.[N:27]([C:30]1[CH:35]=[CH:34][CH:33]=[C:32]([C:36]([F:39])([F:38])[F:37])[CH:31]=1)=[C:28]=[O:29]. The product is [F:37][C:36]([F:38])([F:39])[C:32]1[CH:31]=[C:30]([NH:27][C:28]([N:4]2[C:5]3[CH:10]=[CH:9][C:8]([O:11][C:12]4[CH:21]=[CH:20][N:19]=[C:18]5[C:13]=4[C:14]4[CH:26]=[CH:25][CH:24]=[CH:23][C:15]=4[C:16](=[O:22])[NH:17]5)=[CH:7][C:6]=3[O:1][CH2:2][CH2:3]2)=[O:29])[CH:35]=[CH:34][CH:33]=1. No catalyst specified. (2) The reactants are [CH2:1]([O:3][CH2:4][CH2:5]Br)[CH3:2].[O:7]1[C:11]2[CH:12]=[CH:13][CH:14]=[CH:15][C:10]=2[N:9]=[C:8]1[S:16][CH2:17][CH2:18][N:19]1[CH2:24][CH2:23][N:22]([CH2:25][C:26]([NH:28][C:29]2[C:34]([CH:35]([CH3:37])[CH3:36])=[CH:33][CH:32]=[C:31]([OH:38])[C:30]=2[CH:39]([CH3:41])[CH3:40])=[O:27])[CH2:21][CH2:20]1. The catalyst is [F-].[K+].C(#N)C. The product is [O:7]1[C:11]2[CH:12]=[CH:13][CH:14]=[CH:15][C:10]=2[N:9]=[C:8]1[S:16][CH2:17][CH2:18][N:19]1[CH2:24][CH2:23][N:22]([CH2:25][C:26]([NH:28][C:29]2[C:34]([CH:35]([CH3:36])[CH3:37])=[CH:33][CH:32]=[C:31]([O:38][CH2:2][CH2:1][O:3][CH2:4][CH3:5])[C:30]=2[CH:39]([CH3:41])[CH3:40])=[O:27])[CH2:21][CH2:20]1. The yield is 0.700. (3) No catalyst specified. The yield is 0.910. The product is [CH3:18][C:19]1[N:8]2[C:9](=[O:15])[C:10]3[NH:11][CH:12]=[N:13][C:14]=3[N:6]([CH2:1][CH2:2][CH2:3][CH2:4][CH3:5])[C:7]2=[N:16][N:17]=1. The reactants are [CH2:1]([N:6]1[C:14]2[N:13]=[CH:12][NH:11][C:10]=2[C:9](=[O:15])[NH:8]/[C:7]/1=[N:16]/[NH2:17])[CH2:2][CH2:3][CH2:4][CH3:5].[C:18](OCC)(OCC)(OCC)[CH3:19]. (4) The reactants are [CH:1]1[C:11]2[CH:10]=[CH:9][C:8]3[CH:12]=[CH:13][CH:14]=[CH:15][C:7]=3[CH:6]([O:16][CH2:17][CH2:18][OH:19])[C:5]=2[CH:4]=[CH:3][CH:2]=1.C(P(CCCC)CCCC)CCC.[CH2:33]([O:35][C:36](=[O:49])[CH:37]([O:46][CH2:47][CH3:48])[CH2:38][C:39]1[CH:44]=[CH:43][C:42](O)=[CH:41][CH:40]=1)[CH3:34].O. The catalyst is C1C=CC=CC=1. The product is [CH2:33]([O:35][C:36](=[O:49])[CH:37]([O:46][CH2:47][CH3:48])[CH2:38][C:39]1[CH:44]=[CH:43][C:42]([O:19][CH2:18][CH2:17][O:16][CH:6]2[C:7]3[CH:15]=[CH:14][CH:13]=[CH:12][C:8]=3[CH:9]=[CH:10][C:11]3[CH:1]=[CH:2][CH:3]=[CH:4][C:5]2=3)=[CH:41][CH:40]=1)[CH3:34]. The yield is 0.470. (5) The reactants are [CH3:1][N:2]([CH3:31])[C:3]([N:5]1[CH2:9][CH:8]2[CH2:10][C:11]([CH2:24][C:25]3[CH:30]=[CH:29][CH:28]=[CH:27][CH:26]=3)([NH:13][CH2:14][C:15]([N:17]3[CH2:21][CH2:20][CH2:19][C@H:18]3[C:22]#[N:23])=[O:16])[CH2:12][CH:7]2[CH2:6]1)=[O:4].[C:32]([OH:41])(=[O:40])[CH:33]([CH:35]([C:37]([OH:39])=[O:38])[OH:36])[OH:34].CCCCCC. The catalyst is C(OCC)(=O)C.CC(C)=O. The product is [C:37]([CH:35]([CH:33]([C:32]([OH:41])=[O:40])[OH:34])[OH:36])([OH:39])=[O:38].[CH3:31][N:2]([CH3:1])[C:3]([N:5]1[CH2:9][CH:8]2[CH2:10][C:11]([CH2:24][C:25]3[CH:26]=[CH:27][CH:28]=[CH:29][CH:30]=3)([NH:13][CH2:14][C:15]([N:17]3[CH2:21][CH2:20][CH2:19][C@H:18]3[C:22]#[N:23])=[O:16])[CH2:12][CH:7]2[CH2:6]1)=[O:4]. The yield is 0.670. (6) The reactants are [N:1]1[CH:6]=[CH:5][C:4]([C:7]2[S:8][CH:9]=[C:10]([C:12]([OH:14])=O)[N:11]=2)=[CH:3][CH:2]=1.[NH2:15][C@@H:16]([CH3:32])[CH2:17][N:18]1[CH:22]=[CH:21][C:20]([C:23]2[CH:30]=[CH:29][C:26]([C:27]#[N:28])=[C:25]([Cl:31])[CH:24]=2)=[N:19]1. No catalyst specified. The product is [Cl:31][C:25]1[CH:24]=[C:23]([C:20]2[CH:21]=[CH:22][N:18]([CH2:17][C@@H:16]([NH:15][C:12]([C:10]3[N:11]=[C:7]([C:4]4[CH:3]=[CH:2][N:1]=[CH:6][CH:5]=4)[S:8][CH:9]=3)=[O:14])[CH3:32])[N:19]=2)[CH:30]=[CH:29][C:26]=1[C:27]#[N:28]. The yield is 0.475.